The task is: Predict the reaction yield, written as a fraction of the theoretical maximum amount of product (1.0 means a 100% yield; for example, 0.34 means a 34% yield).. This data is from Reaction yield outcomes from USPTO patents with 853,638 reactions. (1) The reactants are [C:1]([OH:9])(=[O:8])[C:2]1[CH:7]=[CH:6][CH:5]=[CH:4][CH:3]=1.C(N(CC)CC)C.ClC1C=C(Cl)C=C(Cl)C=1C(Cl)=O.[C:29]([O:33][C:34]([NH:36][C@@H:37]([CH2:46][C:47]1[CH:52]=[CH:51][C:50]([O:53][CH2:54][C:55]2[CH:60]=[CH:59][CH:58]=[CH:57][CH:56]=2)=[C:49]([O:61][CH2:62][C:63]2[CH:68]=[CH:67][CH:66]=[CH:65][CH:64]=2)[CH:48]=1)[C:38]([O:40][C@H:41]([CH3:45])[C@H:42](O)[CH3:43])=[O:39])=[O:35])([CH3:32])([CH3:31])[CH3:30]. The catalyst is ClCCl.CN(C)C1C=CN=CC=1. The product is [C:29]([O:33][C:34]([NH:36][C@@H:37]([CH2:46][C:47]1[CH:52]=[CH:51][C:50]([O:53][CH2:54][C:55]2[CH:60]=[CH:59][CH:58]=[CH:57][CH:56]=2)=[C:49]([O:61][CH2:62][C:63]2[CH:68]=[CH:67][CH:66]=[CH:65][CH:64]=2)[CH:48]=1)[C:38]([O:40][C@H:41]([CH3:45])[C@H:42]([O:8][C:1]([C:2]1[CH:7]=[CH:6][CH:5]=[CH:4][CH:3]=1)=[O:9])[CH3:43])=[O:39])=[O:35])([CH3:31])([CH3:32])[CH3:30]. The yield is 0.900. (2) The reactants are F[C:2]1[CH:3]=[CH:4][CH:5]=[C:6]2[C:11]=1[N:10]=[CH:9][C:8]([S:12]([C:15]1[CH:20]=[CH:19][CH:18]=[CH:17][CH:16]=1)(=[O:14])=[O:13])=[CH:7]2.C(=O)([O-])[O-].[K+].[K+].[N:27]1([CH2:33][CH2:34][NH2:35])[CH2:32][CH2:31][O:30][CH2:29][CH2:28]1.[ClH:36]. The catalyst is CS(C)=O.C(=O)(O)[O-].[Na+].C(#N)C.CCOCC. The product is [ClH:36].[N:27]1([CH2:33][CH2:34][NH:35][C:2]2[CH:3]=[CH:4][CH:5]=[C:6]3[C:11]=2[N:10]=[CH:9][C:8]([S:12]([C:15]2[CH:20]=[CH:19][CH:18]=[CH:17][CH:16]=2)(=[O:14])=[O:13])=[CH:7]3)[CH2:32][CH2:31][O:30][CH2:29][CH2:28]1. The yield is 0.570. (3) The reactants are CC(C)([O-])C.[K+].[C:7]1([CH2:13][SH:14])[CH:12]=[CH:11][CH:10]=[CH:9][CH:8]=1.F[C:16]1[CH:23]=[CH:22][CH:21]=[C:20]([I:24])[C:17]=1[C:18]#[N:19].[Cl-].[NH4+]. The catalyst is C1COCC1. The product is [CH2:13]([S:14][C:16]1[CH:23]=[CH:22][CH:21]=[C:20]([I:24])[C:17]=1[C:18]#[N:19])[C:7]1[CH:12]=[CH:11][CH:10]=[CH:9][CH:8]=1. The yield is 0.530. (4) The yield is 0.760. The reactants are [Cl:1][C:2]1[C:3]([Cl:23])=[CH:4][C:5]2[C:6]3[CH2:15][CH2:14][N:13]([C:16]([O:18][C:19]([CH3:22])([CH3:21])[CH3:20])=[O:17])[CH2:12][CH2:11][C:7]=3[NH:8][C:9]=2[CH:10]=1.[H-].[Na+].Br[CH2:27][CH2:28][O:29][C:30]1[CH:35]=[CH:34][CH:33]=[CH:32][CH:31]=1. The catalyst is CN(C=O)C. The product is [Cl:1][C:2]1[C:3]([Cl:23])=[CH:4][C:5]2[C:6]3[CH2:15][CH2:14][N:13]([C:16]([O:18][C:19]([CH3:20])([CH3:22])[CH3:21])=[O:17])[CH2:12][CH2:11][C:7]=3[N:8]([CH2:27][CH2:28][O:29][C:30]3[CH:35]=[CH:34][CH:33]=[CH:32][CH:31]=3)[C:9]=2[CH:10]=1. (5) The product is [Cl:12][C:13]1[N:17]([C:18]2[CH:19]=[CH:20][CH:21]=[CH:22][CH:23]=2)[N:16]=[C:15]([C:24]([F:25])([F:27])[F:26])[C:14]=1[CH2:28][S:29]([C:30]1[CH2:34][C:33]([CH3:36])([CH3:35])[O:32][N:31]=1)(=[O:9])=[O:37]. The yield is 0.832. The reactants are ClC1C=CC=C(C(OO)=[O:9])C=1.[Cl:12][C:13]1[N:17]([C:18]2[CH:23]=[CH:22][CH:21]=[CH:20][CH:19]=2)[N:16]=[C:15]([C:24]([F:27])([F:26])[F:25])[C:14]=1[CH2:28][S:29][C:30]1[CH2:34][C:33]([CH3:36])([CH3:35])[O:32][N:31]=1.[OH2:37]. The catalyst is C(Cl)(Cl)Cl. (6) The reactants are Cl[C:2]1[CH:3]=[CH:4][C:5]2[N:6]([C:8]([CH2:11][C:12]3[CH:13]=[C:14]4[C:19](=[CH:20][CH:21]=3)[N:18]=[CH:17][CH:16]=[CH:15]4)=[CH:9][N:10]=2)[N:7]=1.[O:22]1[CH2:27][CH2:26][CH2:25][CH2:24][CH:23]1[O:28][CH2:29][CH2:30][N:31]1[CH:35]=[C:34](B2OC(C)(C)C(C)(C)O2)[CH:33]=[N:32]1.COCCOC.C([O-])([O-])=O.[K+].[K+]. The catalyst is Cl[Pd](Cl)([P](C1C=CC=CC=1)(C1C=CC=CC=1)C1C=CC=CC=1)[P](C1C=CC=CC=1)(C1C=CC=CC=1)C1C=CC=CC=1.CCOC(C)=O. The product is [O:22]1[CH2:27][CH2:26][CH2:25][CH2:24][CH:23]1[O:28][CH2:29][CH2:30][N:31]1[CH:35]=[C:34]([C:2]2[CH:3]=[CH:4][C:5]3[N:6]([C:8]([CH2:11][C:12]4[CH:13]=[C:14]5[C:19](=[CH:20][CH:21]=4)[N:18]=[CH:17][CH:16]=[CH:15]5)=[CH:9][N:10]=3)[N:7]=2)[CH:33]=[N:32]1. The yield is 0.800. (7) The reactants are [NH2:1][C:2]1[N:6]([C:7]2[N:12]=[CH:11][N:10]=[C:9]([NH:13][CH3:14])[CH:8]=2)[N:5]=[C:4]([CH3:15])[CH:3]=1.[F:16][C:17]([C:20]1[CH:21]=[C:22]([NH:26][C:27](=[O:36])[C:28]2[CH:33]=[CH:32][C:31]([CH3:34])=[C:30](I)[CH:29]=2)[CH:23]=[N:24][CH:25]=1)([CH3:19])[CH3:18].CC1(C)C2C(=C(P(C3C=CC=CC=3)C3C=CC=CC=3)C=CC=2)OC2C(P(C3C=CC=CC=3)C3C=CC=CC=3)=CC=CC1=2.C([O-])([O-])=O.[Cs+].[Cs+]. The catalyst is O1CCOCC1.CC([O-])=O.CC([O-])=O.[Pd+2]. The product is [F:16][C:17]([C:20]1[CH:21]=[C:22]([NH:26][C:27](=[O:36])[C:28]2[CH:29]=[CH:30][C:31]([CH3:34])=[C:32]([NH:1][C:2]3[N:6]([C:7]4[CH:8]=[C:9]([NH:13][CH3:14])[N:10]=[CH:11][N:12]=4)[N:5]=[C:4]([CH3:15])[CH:3]=3)[CH:33]=2)[CH:23]=[N:24][CH:25]=1)([CH3:19])[CH3:18]. The yield is 0.640.